From a dataset of Reaction yield outcomes from USPTO patents with 853,638 reactions. Predict the reaction yield, written as a fraction of the theoretical maximum amount of product (1.0 means a 100% yield; for example, 0.34 means a 34% yield). (1) The reactants are [O:1]1[CH2:3][CH:2]1[CH2:4][N:5]1[C:13]2[CH2:12][CH2:11][N:10]([C:14](=[O:16])[CH3:15])[CH2:9][C:8]=2[C:7]([C:17]2[CH:22]=[CH:21][C:20]([C:23]([F:26])([F:25])[F:24])=[CH:19][CH:18]=2)=[N:6]1.[Cl:27][C:28]1[CH:42]=[CH:41][C:31]2[N:32]=[C:33]([N:35]3[CH2:40][CH2:39][NH:38][CH2:37][CH2:36]3)[S:34][C:30]=2[CH:29]=1. The catalyst is CCO. The product is [Cl:27][C:28]1[CH:42]=[CH:41][C:31]2[N:32]=[C:33]([N:35]3[CH2:40][CH2:39][N:38]([CH2:3][CH:2]([OH:1])[CH2:4][N:5]4[C:13]5[CH2:12][CH2:11][N:10]([C:14](=[O:16])[CH3:15])[CH2:9][C:8]=5[C:7]([C:17]5[CH:22]=[CH:21][C:20]([C:23]([F:26])([F:25])[F:24])=[CH:19][CH:18]=5)=[N:6]4)[CH2:37][CH2:36]3)[S:34][C:30]=2[CH:29]=1. The yield is 0.900. (2) The reactants are C([Li])CCC.Br[C:7]1[CH:8]=[C:9]([CH:19]=[CH:20][CH:21]=1)[CH2:10][N:11]1[CH2:16][CH2:15][C:14]([F:18])([F:17])[CH2:13][CH2:12]1.[N:22]([C:31]([O:33][C:34]([CH3:37])([CH3:36])[CH3:35])=[O:32])=[N:23][C:24]([O:26][C:27]([CH3:30])([CH3:29])[CH3:28])=[O:25]. The product is [F:17][C:14]1([F:18])[CH2:15][CH2:16][N:11]([CH2:10][C:9]2[CH:8]=[C:7]([N:22]([C:31]([O:33][C:34]([CH3:37])([CH3:36])[CH3:35])=[O:32])[NH:23][C:24]([O:26][C:27]([CH3:28])([CH3:29])[CH3:30])=[O:25])[CH:21]=[CH:20][CH:19]=2)[CH2:12][CH2:13]1. The catalyst is C1COCC1. The yield is 0.430. (3) The reactants are [CH2:1]([Li])CCC.CCCCCC.Br[C:13]1[CH:14]=[CH:15][C:16]([Cl:34])=[C:17]([CH:33]=1)[CH2:18][C:19]1[CH:32]=[CH:31][C:22]([O:23][Si](C(C)(C)C)(C)C)=[CH:21][CH:20]=1.C[Si](C)(C)[O:37][C@@H:38]1[C@@H:43]([O:44][Si](C)(C)C)[C@H:42]([O:49][Si](C)(C)C)[C@@H:41]([CH2:54][O:55][Si](C)(C)C)[O:40][C:39]1=[O:60]. The catalyst is C1COCC1.C1(C)C=CC=CC=1. The product is [Cl:34][C:16]1[CH:15]=[CH:14][C:13]([C@@:39]2([O:60][CH3:1])[C@H:38]([OH:37])[C@@H:43]([OH:44])[C@H:42]([OH:49])[C@@H:41]([CH2:54][OH:55])[O:40]2)=[CH:33][C:17]=1[CH2:18][C:19]1[CH:20]=[CH:21][C:22]([OH:23])=[CH:31][CH:32]=1. The yield is 0.330. (4) The reactants are [CH2:1]([N:5]1[CH:9]=[C:8]([C:10]2[CH:15]=[CH:14][CH:13]=[CH:12][C:11]=2[Cl:16])[N:7]=[N:6]1)[CH2:2][C:3]#[CH:4].Br[C:18]1[CH:23]=[CH:22][CH:21]=[CH:20][N:19]=1. No catalyst specified. The product is [Cl:16][C:11]1[CH:12]=[CH:13][CH:14]=[CH:15][C:10]=1[C:8]1[N:7]=[N:6][N:5]([CH2:1][CH2:2][C:3]#[C:4][C:18]2[CH:23]=[CH:22][CH:21]=[CH:20][N:19]=2)[CH:9]=1. The yield is 0.350. (5) The reactants are [C:1](Cl)(=[O:3])[CH3:2].[N+:5]([C:8]1[CH:9]=[CH:10][C:11]2[O:16][CH2:15][CH2:14][NH:13][C:12]=2[CH:17]=1)([O-:7])=[O:6].C([O-])(O)=O.[Na+]. The catalyst is C(Cl)Cl. The product is [C:1]([N:13]1[C:12]2[CH:17]=[C:8]([N+:5]([O-:7])=[O:6])[CH:9]=[CH:10][C:11]=2[O:16][CH2:15][CH2:14]1)(=[O:3])[CH3:2]. The yield is 0.900.